Predict the product of the given reaction. From a dataset of Forward reaction prediction with 1.9M reactions from USPTO patents (1976-2016). (1) Given the reactants BrCCBr.C=C.Cl[Si](C)(C)C.Br[C:13]1[S:14][CH:15]=[CH:16][N:17]=1.Br[C:19]1[CH:20]=[C:21]2[C:25](=[CH:26][CH:27]=1)[CH:24]([O:28][Si:29]([C:32]([CH3:35])([CH3:34])[CH3:33])([CH3:31])[CH3:30])[CH2:23][CH2:22]2, predict the reaction product. The product is: [Si:29]([O:28][CH:24]1[C:25]2[C:21](=[CH:20][C:19]([C:13]3[S:14][CH:15]=[CH:16][N:17]=3)=[CH:27][CH:26]=2)[CH2:22][CH2:23]1)([C:32]([CH3:35])([CH3:34])[CH3:33])([CH3:31])[CH3:30]. (2) Given the reactants Cl[C:2]1[N:11]=[C:10]([NH:12][CH:13]([C:22]2[CH:27]=[CH:26][CH:25]=[CH:24][CH:23]=2)[CH2:14][CH2:15][C:16]2[CH:21]=[CH:20][CH:19]=[CH:18][CH:17]=2)[C:9]2[C:4](=[CH:5][CH:6]=[CH:7][CH:8]=2)[N:3]=1.[CH3:28][C:29]1[C:34](B(O)O)=[CH:33][N:32]2[CH:38]=[CH:39][N:40]=[C:31]2[CH:30]=1.C(NC1C2C(=CC=CC=2)N=C(C2SC3C=CC=CC=3C=2)N=1)(C1C=CC=CC=1)C1C=CC=CC=1, predict the reaction product. The product is: [C:22]1([CH:13]([NH:12][C:10]2[C:9]3[C:4](=[CH:5][CH:6]=[CH:7][CH:8]=3)[N:3]=[C:2]([C:34]3[C:29]([CH3:28])=[CH:30][C:31]4[N:32]([CH:38]=[CH:39][N:40]=4)[CH:33]=3)[N:11]=2)[CH2:14][CH2:15][C:16]2[CH:21]=[CH:20][CH:19]=[CH:18][CH:17]=2)[CH:27]=[CH:26][CH:25]=[CH:24][CH:23]=1. (3) Given the reactants [F:1][C:2]1[CH:19]=[CH:18][C:5]([C:6]([NH:8][C:9]2[CH:10]=[C:11]3[C:15](=[CH:16][CH:17]=2)[NH:14][N:13]=[CH:12]3)=[O:7])=[CH:4][CH:3]=1.C(=O)([O-])[O-].[Cs+].[Cs+], predict the reaction product. The product is: [NH2:8][C:9]1[CH:10]=[CH:11][C:15]([N:14]2[C:15]3[C:11](=[CH:10][C:9]([NH:8][C:6](=[O:7])[C:5]4[CH:18]=[CH:19][C:2]([F:1])=[CH:3][CH:4]=4)=[CH:17][CH:16]=3)[CH:12]=[N:13]2)=[CH:16][CH:17]=1.